This data is from Peptide-MHC class II binding affinity with 134,281 pairs from IEDB. The task is: Regression. Given a peptide amino acid sequence and an MHC pseudo amino acid sequence, predict their binding affinity value. This is MHC class II binding data. (1) The peptide sequence is DFREFSRAKGLNQEI. The MHC is DRB1_1302 with pseudo-sequence DRB1_1302. The binding affinity (normalized) is 0.261. (2) The peptide sequence is QPFLGLCAFLATRIFK. The MHC is DRB1_1301 with pseudo-sequence DRB1_1301. The binding affinity (normalized) is 0.607. (3) The peptide sequence is LAAAAAWDALAAELY. The MHC is HLA-DQA10101-DQB10501 with pseudo-sequence HLA-DQA10101-DQB10501. The binding affinity (normalized) is 0.611. (4) The peptide sequence is LSQLQTYMIQFDQYI. The MHC is DRB1_1501 with pseudo-sequence DRB1_1501. The binding affinity (normalized) is 0.995. (5) The peptide sequence is RVYQEPQVSPPQRAET. The MHC is DRB1_0701 with pseudo-sequence DRB1_0701. The binding affinity (normalized) is 0. (6) The peptide sequence is CSGEPVVVHITDDNE. The binding affinity (normalized) is 0.199. The MHC is DRB1_1302 with pseudo-sequence DRB1_1302. (7) The peptide sequence is EDLVRAYHSMSSTHE. The MHC is DRB1_0802 with pseudo-sequence DRB1_0802. The binding affinity (normalized) is 0.129. (8) The peptide sequence is EKKYFAATQGEPLAA. The MHC is HLA-DPA10201-DPB10101 with pseudo-sequence HLA-DPA10201-DPB10101. The binding affinity (normalized) is 0.700. (9) The peptide sequence is AAPANPGLIIGA. The MHC is HLA-DQA10501-DQB10201 with pseudo-sequence HLA-DQA10501-DQB10201. The binding affinity (normalized) is 0.118.